Dataset: Full USPTO retrosynthesis dataset with 1.9M reactions from patents (1976-2016). Task: Predict the reactants needed to synthesize the given product. (1) Given the product [Si:34]([O:33][CH2:32][C:30]1[CH:29]=[CH:28][N:27]=[C:26]([NH:25][C:22](=[O:23])[CH2:21][N:19]2[CH:20]=[C:16]([O:15][C:6]3[C:5]4[C:10](=[CH:11][C:12]([O:13][CH3:14])=[C:3]([O:2][CH3:1])[CH:4]=4)[N:9]=[CH:8][N:7]=3)[CH:17]=[N:18]2)[CH:31]=1)([C:37]([CH3:40])([CH3:39])[CH3:38])([CH3:36])[CH3:35], predict the reactants needed to synthesize it. The reactants are: [CH3:1][O:2][C:3]1[CH:4]=[C:5]2[C:10](=[CH:11][C:12]=1[O:13][CH3:14])[N:9]=[CH:8][N:7]=[C:6]2[O:15][C:16]1[CH:17]=[N:18][N:19]([CH2:21][C:22](O)=[O:23])[CH:20]=1.[NH2:25][C:26]1[CH:31]=[C:30]([CH2:32][O:33][Si:34]([C:37]([CH3:40])([CH3:39])[CH3:38])([CH3:36])[CH3:35])[CH:29]=[CH:28][N:27]=1. (2) Given the product [CH3:1][O:2][CH:3]([O:13][CH3:14])[CH2:4][CH:5]([OH:12])[CH2:6][C:7]([O:9][CH2:10][CH3:11])=[O:8], predict the reactants needed to synthesize it. The reactants are: [CH3:1][O:2][CH:3]([O:13][CH3:14])[CH2:4][C:5](=[O:12])[CH2:6][C:7]([O:9][CH2:10][CH3:11])=[O:8].[H][H]. (3) Given the product [CH3:56][C:55]([CH3:58])([CH3:57])[CH2:54][N:53]1[C:48]2[C:49](=[N:50][C:45]([CH2:44][CH2:43][CH2:42][CH2:41][NH:40][C:6]([C:3]3[CH:4]=[CH:5][O:1][N:2]=3)=[O:8])=[CH:46][CH:47]=2)[N:51]([CH3:60])[C:52]1=[O:59], predict the reactants needed to synthesize it. The reactants are: [O:1]1[CH:5]=[CH:4][C:3]([C:6]([OH:8])=O)=[N:2]1.C(N(CC)CC)C.CN(C(ON1N=NC2C=CC=NC1=2)=[N+](C)C)C.F[P-](F)(F)(F)(F)F.[NH2:40][CH2:41][CH2:42][CH2:43][CH2:44][C:45]1[N:50]=[C:49]2[N:51]([CH3:60])[C:52](=[O:59])[N:53]([CH2:54][C:55]([CH3:58])([CH3:57])[CH3:56])[C:48]2=[CH:47][CH:46]=1. (4) Given the product [CH2:7]([C:9]1[N:13]([C:14]2[CH:15]=[CH:16][C:17]([O:20][CH2:30][C:31]3[CH:36]=[CH:35][CH:34]=[C:33]([S:37]([CH3:40])(=[O:39])=[O:38])[CH:32]=3)=[CH:18][CH:19]=2)[C:12]2[CH:21]=[CH:22][CH:23]=[C:24]([C:25]([F:28])([F:27])[F:26])[C:11]=2[N:10]=1)[CH3:8], predict the reactants needed to synthesize it. The reactants are: C([O-])([O-])=O.[Cs+].[Cs+].[CH2:7]([C:9]1[N:13]([C:14]2[CH:19]=[CH:18][C:17]([OH:20])=[CH:16][CH:15]=2)[C:12]2[CH:21]=[CH:22][CH:23]=[C:24]([C:25]([F:28])([F:27])[F:26])[C:11]=2[N:10]=1)[CH3:8].Br[CH2:30][C:31]1[CH:36]=[CH:35][CH:34]=[C:33]([S:37]([CH3:40])(=[O:39])=[O:38])[CH:32]=1.N. (5) Given the product [Br:1][C:2]1[C:11]2[C:6](=[CH:7][C:8]([C:12]#[N:13])=[CH:9][CH:10]=2)[CH:5]=[CH:4][C:3]=1[N:14]([CH2:27][CH:26]=[CH:25][Cl:24])[C:15](=[O:21])[O:16][C:17]([CH3:18])([CH3:20])[CH3:19], predict the reactants needed to synthesize it. The reactants are: [Br:1][C:2]1[C:11]2[C:6](=[CH:7][C:8]([C:12]#[N:13])=[CH:9][CH:10]=2)[CH:5]=[CH:4][C:3]=1[NH:14][C:15](=[O:21])[O:16][C:17]([CH3:20])([CH3:19])[CH3:18].[H-].[Na+].[Cl:24][CH:25]=[CH:26][CH2:27]Cl. (6) Given the product [F:27][C:21]1[CH:22]=[C:23]([F:26])[CH:24]=[CH:25][C:20]=1[N:16]1[C:15]([C:9]2[S:8][C:7]3[C:6]4[N:28]=[C:2]([N:34]5[CH2:33][C@H:32]([CH3:36])[NH:31][C@H:30]([CH3:29])[CH2:35]5)[CH:3]=[CH:4][C:5]=4[O:14][CH2:13][CH2:12][C:11]=3[CH:10]=2)=[N:19][CH:18]=[N:17]1, predict the reactants needed to synthesize it. The reactants are: Cl[C:2]1[CH:3]=[CH:4][C:5]2[O:14][CH2:13][CH2:12][C:11]3[CH:10]=[C:9]([C:15]4[N:16]([C:20]5[CH:25]=[CH:24][C:23]([F:26])=[CH:22][C:21]=5[F:27])[N:17]=[CH:18][N:19]=4)[S:8][C:7]=3[C:6]=2[N:28]=1.[CH3:29][C@H:30]1[CH2:35][NH:34][CH2:33][C@@H:32]([CH3:36])[NH:31]1.CC([O-])(C)C.[Na+].C(N1CCN2CCN(CCCC)P1N(CCCC)CC2)CCC.